Predict the reactants needed to synthesize the given product. From a dataset of Full USPTO retrosynthesis dataset with 1.9M reactions from patents (1976-2016). (1) Given the product [Cl:1][C:2]1[CH:3]=[C:4]([CH:20]=[CH:21][CH:22]=1)[CH2:5][NH:6][C:7]([C:8]1[CH:13]=[CH:12][C:11]2[C:10]([CH:9]=1)=[N:16][N:30]([CH2:29][CH2:28][N:23]1[CH:27]=[CH:26][N:25]=[N:24]1)[CH:14]=2)=[O:19], predict the reactants needed to synthesize it. The reactants are: [Cl:1][C:2]1[CH:3]=[C:4]([CH:20]=[CH:21][CH:22]=1)[CH2:5][NH:6][C:7](=[O:19])[C:8]1[CH:13]=[CH:12][C:11]([CH:14]=O)=[C:10]([N+:16]([O-])=O)[CH:9]=1.[N:23]1([CH2:28][CH2:29][NH2:30])[CH:27]=[CH:26][N:25]=[N:24]1.N1C2C(=CC=CC=2)C=N1. (2) The reactants are: [C:1]([C:4]1[N:9]=[N:8][C:7]([NH:10][C@@H:11]2[CH2:16][CH2:15][O:14][CH2:13][C@@H:12]2[NH:17]C(=O)OC(C)(C)C)=[CH:6][C:5]=1[NH:25][C:26]1[CH:31]=[CH:30][C:29]([O:32][CH3:33])=[C:28]([CH2:34][CH2:35][CH3:36])[N:27]=1)(=[O:3])[NH2:2].FC(F)(F)C(O)=O. Given the product [NH2:17][C@@H:12]1[C@H:11]([NH:10][C:7]2[N:8]=[N:9][C:4]([C:1]([NH2:2])=[O:3])=[C:5]([NH:25][C:26]3[CH:31]=[CH:30][C:29]([O:32][CH3:33])=[C:28]([CH2:34][CH2:35][CH3:36])[N:27]=3)[CH:6]=2)[CH2:16][CH2:15][O:14][CH2:13]1, predict the reactants needed to synthesize it. (3) Given the product [C:2]1([C:1]2[S:8][C:3]3[CH2:4][NH:10][CH2:6][CH2:7][C:2]=3[N:9]=2)[CH:7]=[CH:6][CH:5]=[CH:4][CH:3]=1, predict the reactants needed to synthesize it. The reactants are: [C:1]([NH2:9])(=[S:8])[C:2]1[CH:7]=[CH:6][CH:5]=[CH:4][CH:3]=1.[NH3:10]. (4) Given the product [C:30]([C:33]1[CH:38]=[C:37]([CH:36]=[CH:35][CH:34]=1)[O:29][CH:8]([C:5]1[CH:4]=[CH:3][C:2]([Cl:1])=[CH:7][CH:6]=1)[CH2:9][CH2:10][N:11]1[CH2:16][CH2:15][CH:14]([C:17]2[CH:18]=[C:19]([NH:23][C:24](=[O:28])[CH:25]([CH3:26])[CH3:27])[CH:20]=[CH:21][CH:22]=2)[CH2:13][CH2:12]1)(=[O:32])[CH3:31], predict the reactants needed to synthesize it. The reactants are: [Cl:1][C:2]1[CH:7]=[CH:6][C:5]([CH:8]([OH:29])[CH2:9][CH2:10][N:11]2[CH2:16][CH2:15][CH:14]([C:17]3[CH:18]=[C:19]([NH:23][C:24](=[O:28])[CH:25]([CH3:27])[CH3:26])[CH:20]=[CH:21][CH:22]=3)[CH2:13][CH2:12]2)=[CH:4][CH:3]=1.[C:30]([C:33]1[CH:34]=[C:35](O)[CH:36]=[CH:37][CH:38]=1)(=[O:32])[CH3:31].